This data is from M1 muscarinic receptor antagonist screen with 61,756 compounds. The task is: Binary Classification. Given a drug SMILES string, predict its activity (active/inactive) in a high-throughput screening assay against a specified biological target. (1) The compound is Clc1c(Cn2nc(NC(=O)C)cc2)c(F)ccc1. The result is 0 (inactive). (2) The result is 0 (inactive). The molecule is S(CC(=O)Nc1ccc(N2CCOCC2)cc1)c1n(c(nn1)c1ccccc1)C. (3) The drug is S1(=O)(=O)CC(NC(=O)COC(=O)CCc2c3c([nH]c2)cccc3)CC1. The result is 0 (inactive).